This data is from Full USPTO retrosynthesis dataset with 1.9M reactions from patents (1976-2016). The task is: Predict the reactants needed to synthesize the given product. Given the product [OH:18][CH2:1][CH:2]1[CH2:9][CH:8]2[CH:4]([CH2:5][N:6]([C:10]([O:12][C:13]([CH3:16])([CH3:15])[CH3:14])=[O:11])[CH2:7]2)[CH2:3]1, predict the reactants needed to synthesize it. The reactants are: [CH2:1]=[C:2]1[CH2:9][CH:8]2[CH:4]([CH2:5][N:6]([C:10]([O:12][C:13]([CH3:16])([CH3:15])[CH3:14])=[O:11])[CH2:7]2)[CH2:3]1.B.[OH:18]O.